This data is from Full USPTO retrosynthesis dataset with 1.9M reactions from patents (1976-2016). The task is: Predict the reactants needed to synthesize the given product. (1) The reactants are: Cl[S:2]([N:5]=[C:6]=[O:7])(=[O:4])=[O:3].[Cl:8][C:9]([Cl:13])([Cl:12])[CH2:10][OH:11].[CH3:14][O:15][CH:16]([O:19][CH3:20])[CH2:17][NH2:18].C(N(CC)CC)C.Cl. Given the product [CH3:14][O:15][CH:16]([O:19][CH3:20])[CH2:17][NH:18][S:2]([NH:5][C:6](=[O:7])[O:11][CH2:10][C:9]([Cl:13])([Cl:12])[Cl:8])(=[O:4])=[O:3], predict the reactants needed to synthesize it. (2) Given the product [O:20]=[C:19]([N:21]1[CH2:22][CH2:23][N:24]([C:27](=[O:38])[C:28]2[CH:33]=[CH:32][CH:31]=[CH:30][C:29]=2[C:34]([F:37])([F:35])[F:36])[CH2:25][CH2:26]1)[CH2:18][NH:17][C:69]([C:67]1[O:68][C:64]([N+:61]([O-:63])=[O:62])=[CH:65][CH:66]=1)=[O:70], predict the reactants needed to synthesize it. The reactants are: CCN(C(C)C)C(C)C.OC(C(F)(F)F)=O.[NH2:17][CH2:18][C:19]([N:21]1[CH2:26][CH2:25][N:24]([C:27](=[O:38])[C:28]2[CH:33]=[CH:32][CH:31]=[CH:30][C:29]=2[C:34]([F:37])([F:36])[F:35])[CH2:23][CH2:22]1)=[O:20].C1C=CC2N(O)N=NC=2C=1.CCN=C=NCCCN(C)C.Cl.[N+:61]([C:64]1[O:68][C:67]([C:69](O)=[O:70])=[CH:66][CH:65]=1)([O-:63])=[O:62]. (3) Given the product [Cl:39][C:8]1[CH:9]=[C:10]([S:13][C:14]2[CH:19]=[C:18]([O:20][CH2:21][CH2:22][CH2:23][N:24]3[CH2:29][CH2:28][O:27][CH2:26][CH2:25]3)[CH:17]=[C:16]([C:30]#[C:31][C:32]3[CH:33]=[CH:34][C:35]([Cl:38])=[CH:36][CH:37]=3)[CH:15]=2)[CH:11]=[CH:12][C:7]=1[O:6][CH2:5][C:4]([OH:40])=[O:3], predict the reactants needed to synthesize it. The reactants are: C([O:3][C:4](=[O:40])[CH2:5][O:6][C:7]1[CH:12]=[CH:11][C:10]([S:13][C:14]2[CH:19]=[C:18]([O:20][CH2:21][CH2:22][CH2:23][N:24]3[CH2:29][CH2:28][O:27][CH2:26][CH2:25]3)[CH:17]=[C:16]([C:30]#[C:31][C:32]3[CH:37]=[CH:36][C:35]([Cl:38])=[CH:34][CH:33]=3)[CH:15]=2)=[CH:9][C:8]=1[Cl:39])C.[OH-].[Na+].Cl. (4) Given the product [Br-:25].[CH2:21]([N:5]([CH2:1][CH2:2][CH2:3][CH3:4])[C:6]([N:16]([CH2:26][CH2:27][CH2:28][CH3:29])[CH2:17][CH2:18][CH2:19][CH3:20])=[N+:7]([CH2:8][CH2:9][CH2:10][CH3:11])[CH2:12][CH2:13][CH2:14][CH3:15])[CH2:22][CH2:23][CH3:24], predict the reactants needed to synthesize it. The reactants are: [CH2:1]([N:5]([CH2:21][CH2:22][CH2:23][CH3:24])[C:6](=[N:16][CH2:17][CH2:18][CH2:19][CH3:20])[N:7]([CH2:12][CH2:13][CH2:14][CH3:15])[CH2:8][CH2:9][CH2:10][CH3:11])[CH2:2][CH2:3][CH3:4].[Br:25][CH2:26][CH2:27][CH2:28][CH3:29]. (5) Given the product [ClH:22].[CH2:1]([C:3]1[CH:8]=[N:7][C:6]([N:9]2[CH2:10][CH2:11][NH:12][CH2:13][CH2:14]2)=[N:5][CH:4]=1)[CH3:2], predict the reactants needed to synthesize it. The reactants are: [CH2:1]([C:3]1[CH:4]=[N:5][C:6]([N:9]2[CH2:14][CH2:13][N:12](C(OC(C)(C)C)=O)[CH2:11][CH2:10]2)=[N:7][CH:8]=1)[CH3:2].[ClH:22].